Dataset: Full USPTO retrosynthesis dataset with 1.9M reactions from patents (1976-2016). Task: Predict the reactants needed to synthesize the given product. (1) Given the product [CH:25]([P:4]([CH:35]=[CH2:36])([C:9]1[CH:10]=[CH:11][C:12]([N+:15]([O-:17])=[O:16])=[CH:13][CH:14]=1)=[O:8])=[CH2:26], predict the reactants needed to synthesize it. The reactants are: C(O[P:4]([C:9]1[CH:14]=[CH:13][C:12]([N+:15]([O-:17])=[O:16])=[CH:11][CH:10]=1)(=[O:8])OCC)C.S(Cl)(Cl)=O.[N+]([C:25]1C=CC(P(Cl)(Cl)=O)=C[CH:26]=1)([O-])=O.[CH:35]([Mg]Br)=[CH2:36]. (2) Given the product [F:1][C:2]1[CH:3]=[CH:4][C:5]([N:10]2[CH:14]=[N:13][N:12]=[N:11]2)=[C:6]([CH:7]=1)[CH2:8][NH:9][C:24](=[O:25])[C@@H:23]1[CH2:27][CH2:28][CH2:29][NH:22]1, predict the reactants needed to synthesize it. The reactants are: [F:1][C:2]1[CH:3]=[CH:4][C:5]([N:10]2[CH:14]=[N:13][N:12]=[N:11]2)=[C:6]([CH2:8][NH2:9])[CH:7]=1.C([N:22]1[CH2:29][CH2:28][CH2:27][C@H:23]1[C:24](O)=[O:25])(OC(C)(C)C)=O.